Dataset: NCI-60 drug combinations with 297,098 pairs across 59 cell lines. Task: Regression. Given two drug SMILES strings and cell line genomic features, predict the synergy score measuring deviation from expected non-interaction effect. (1) Synergy scores: CSS=-0.657, Synergy_ZIP=-1.00, Synergy_Bliss=-4.57, Synergy_Loewe=-8.56, Synergy_HSA=-8.29. Drug 2: CC(C)(C#N)C1=CC(=CC(=C1)CN2C=NC=N2)C(C)(C)C#N. Cell line: SK-MEL-5. Drug 1: CC12CCC3C(C1CCC2O)C(CC4=C3C=CC(=C4)O)CCCCCCCCCS(=O)CCCC(C(F)(F)F)(F)F. (2) Drug 1: C1=CC(=CC=C1CC(C(=O)O)N)N(CCCl)CCCl.Cl. Drug 2: COC1=C2C(=CC3=C1OC=C3)C=CC(=O)O2. Cell line: ACHN. Synergy scores: CSS=45.0, Synergy_ZIP=4.42, Synergy_Bliss=-0.349, Synergy_Loewe=-15.1, Synergy_HSA=-1.65. (3) Drug 1: C1=NC2=C(N=C(N=C2N1C3C(C(C(O3)CO)O)F)Cl)N. Drug 2: C(CCl)NC(=O)N(CCCl)N=O. Cell line: HCT-15. Synergy scores: CSS=8.81, Synergy_ZIP=-7.92, Synergy_Bliss=-1.15, Synergy_Loewe=-4.71, Synergy_HSA=-3.38. (4) Drug 1: C1=CC=C(C(=C1)C(C2=CC=C(C=C2)Cl)C(Cl)Cl)Cl. Drug 2: COC1=C2C(=CC3=C1OC=C3)C=CC(=O)O2. Cell line: OVCAR3. Synergy scores: CSS=-10.4, Synergy_ZIP=15.2, Synergy_Bliss=27.8, Synergy_Loewe=3.47, Synergy_HSA=2.57. (5) Drug 1: CCC1=CC2CC(C3=C(CN(C2)C1)C4=CC=CC=C4N3)(C5=C(C=C6C(=C5)C78CCN9C7C(C=CC9)(C(C(C8N6C)(C(=O)OC)O)OC(=O)C)CC)OC)C(=O)OC.C(C(C(=O)O)O)(C(=O)O)O. Drug 2: C1=CN(C(=O)N=C1N)C2C(C(C(O2)CO)O)O.Cl. Cell line: TK-10. Synergy scores: CSS=31.8, Synergy_ZIP=-11.7, Synergy_Bliss=-3.89, Synergy_Loewe=-1.49, Synergy_HSA=0.740. (6) Drug 1: CC=C1C(=O)NC(C(=O)OC2CC(=O)NC(C(=O)NC(CSSCCC=C2)C(=O)N1)C(C)C)C(C)C. Cell line: SNB-75. Drug 2: C1CCC(C(C1)N)N.C(=O)(C(=O)[O-])[O-].[Pt+4]. Synergy scores: CSS=34.4, Synergy_ZIP=0.145, Synergy_Bliss=-0.907, Synergy_Loewe=-22.7, Synergy_HSA=-0.697. (7) Drug 1: C1=C(C(=O)NC(=O)N1)N(CCCl)CCCl. Drug 2: CC(C1=C(C=CC(=C1Cl)F)Cl)OC2=C(N=CC(=C2)C3=CN(N=C3)C4CCNCC4)N. Cell line: SF-539. Synergy scores: CSS=37.1, Synergy_ZIP=0.416, Synergy_Bliss=-1.96, Synergy_Loewe=-2.04, Synergy_HSA=-1.50. (8) Drug 1: CC(C)(C#N)C1=CC(=CC(=C1)CN2C=NC=N2)C(C)(C)C#N. Drug 2: COC1=NC(=NC2=C1N=CN2C3C(C(C(O3)CO)O)O)N. Cell line: SNB-75. Synergy scores: CSS=-7.87, Synergy_ZIP=10.1, Synergy_Bliss=1.15, Synergy_Loewe=-6.50, Synergy_HSA=-6.30.